Dataset: Forward reaction prediction with 1.9M reactions from USPTO patents (1976-2016). Task: Predict the product of the given reaction. (1) The product is: [C:1]([O:5][C:6](=[O:28])[NH:7][C@@:8]([CH3:25])([CH2:26][O:27][P:37]1(=[O:52])[O:38][CH2:39][C:40]2[CH:47]=[CH:46][CH:45]=[CH:44][C:41]=2[CH2:42][O:43]1)[CH2:9][CH2:10][C:11]1[CH:12]=[CH:13][C:14]2[O:18][C:17]([CH2:19][CH2:20][CH2:21][CH2:22][CH3:23])=[N:16][C:15]=2[CH:24]=1)([CH3:2])([CH3:3])[CH3:4]. Given the reactants [C:1]([O:5][C:6](=[O:28])[NH:7][C@:8]([CH2:26][OH:27])([CH3:25])[CH2:9][CH2:10][C:11]1[CH:12]=[CH:13][C:14]2[O:18][C:17]([CH2:19][CH2:20][CH2:21][CH2:22][CH3:23])=[N:16][C:15]=2[CH:24]=1)([CH3:4])([CH3:3])[CH3:2].N1C=NN=N1.C(N(CC)[P:37]1[O:43][CH2:42][C:41]2[CH:44]=[CH:45][CH:46]=[CH:47][C:40]=2[CH2:39][O:38]1)C.OO.[O-:52]S([O-])(=S)=O.[Na+].[Na+], predict the reaction product. (2) Given the reactants [NH2:1][C@@H:2]([CH2:8][O:9][CH2:10][C:11]1[CH:16]=[CH:15][CH:14]=[CH:13][CH:12]=1)[CH2:3][S:4]([OH:7])(=[O:6])=[O:5].Cl[C:18]([O:20][CH2:21][C:22]1[CH:27]=[CH:26][CH:25]=[CH:24][CH:23]=1)=[O:19], predict the reaction product. The product is: [CH2:10]([O:9][CH2:8][C@H:2]([NH:1][C:18]([O:20][CH2:21][C:22]1[CH:27]=[CH:26][CH:25]=[CH:24][CH:23]=1)=[O:19])[CH2:3][S:4]([OH:7])(=[O:6])=[O:5])[C:11]1[CH:16]=[CH:15][CH:14]=[CH:13][CH:12]=1. (3) Given the reactants [CH3:1][O:2][C:3]([C:5]1([NH:11][C:12]([O:14][C:15]([CH3:18])([CH3:17])[CH3:16])=[O:13])[CH2:7][CH:6]1[CH2:8][CH:9]=[CH2:10])=[O:4], predict the reaction product. The product is: [CH3:1][O:2][C:3]([C:5]1([NH:11][C:12]([O:14][C:15]([CH3:16])([CH3:18])[CH3:17])=[O:13])[CH2:7][CH:6]1[CH2:8][CH2:9][CH3:10])=[O:4]. (4) Given the reactants [CH:1]1([C:7]2[C:11]([CH2:12][CH2:13][CH2:14][OH:15])=[CH:10][N:9]([C:16]3[CH:21]=[CH:20][C:19]([C:22]([F:25])([F:24])[F:23])=[CH:18][N:17]=3)[N:8]=2)[CH2:6][CH2:5][CH2:4][CH2:3][CH2:2]1.[CH2:26]([O:28][C:29]1[CH:34]=[CH:33][C:32]([CH2:35][C:36]([O:38]C)=[O:37])=[CH:31][C:30]=1O)[CH3:27].C(P(CCCC)CCCC)CCC.N(C(N1CCCCC1)=O)=NC(N1CCCCC1)=O, predict the reaction product. The product is: [CH:1]1([C:7]2[C:11]([CH2:12][CH2:13][CH2:14][O:15][C:34]3[CH:33]=[C:32]([CH2:35][C:36]([OH:38])=[O:37])[CH:31]=[CH:30][C:29]=3[O:28][CH2:26][CH3:27])=[CH:10][N:9]([C:16]3[CH:21]=[CH:20][C:19]([C:22]([F:23])([F:24])[F:25])=[CH:18][N:17]=3)[N:8]=2)[CH2:6][CH2:5][CH2:4][CH2:3][CH2:2]1.